This data is from Catalyst prediction with 721,799 reactions and 888 catalyst types from USPTO. The task is: Predict which catalyst facilitates the given reaction. (1) Reactant: [CH3:1][O:2][C:3](=[O:14])[CH2:4][C:5]1[CH:6]=[C:7]2[C:11](=[CH:12][CH:13]=1)[NH:10][CH2:9][CH2:8]2.Cl[C:16]1[C:17]2[CH2:30][CH2:29][CH2:28][C:18]=2[N:19]=[C:20]([C:22]2[S:23][C:24]([F:27])=[CH:25][CH:26]=2)[N:21]=1. Product: [CH3:1][O:2][C:3](=[O:14])[CH2:4][C:5]1[CH:6]=[C:7]2[C:11](=[CH:12][CH:13]=1)[N:10]([C:16]1[C:17]3[CH2:30][CH2:29][CH2:28][C:18]=3[N:19]=[C:20]([C:22]3[S:23][C:24]([F:27])=[CH:25][CH:26]=3)[N:21]=1)[CH2:9][CH2:8]2. The catalyst class is: 6. (2) Reactant: [C:1]([C:3]1[C:12]2[C:7](=[CH:8][CH:9]=[C:10]([O:13][C:14]3[CH:19]=[CH:18][CH:17]=[CH:16][CH:15]=3)[CH:11]=2)[C:6]([OH:20])=[C:5]([C:21](O)=[O:22])[N:4]=1)#[N:2].C(N1CCOCC1)C.[NH2:32][C:33]([CH3:41])([CH3:40])[CH2:34][CH2:35][C:36]([O:38][CH3:39])=[O:37].C1CCC(N=C=NC2CCCCC2)CC1.C1C=CC2N(O)N=NC=2C=1. The catalyst class is: 2. Product: [C:1]([C:3]1[C:12]2[C:7](=[CH:8][CH:9]=[C:10]([O:13][C:14]3[CH:19]=[CH:18][CH:17]=[CH:16][CH:15]=3)[CH:11]=2)[C:6]([OH:20])=[C:5]([C:21]([NH:32][C:33]([CH3:41])([CH3:40])[CH2:34][CH2:35][C:36]([O:38][CH3:39])=[O:37])=[O:22])[N:4]=1)#[N:2]. (3) Reactant: Cl[C:2]1[CH:7]=[C:6]([O:8][C:9]2[C:14]([F:15])=[CH:13][C:12]([NH:16][C:17]([C:19]3[C:24](=[O:25])[C:23]([C:26]4[CH:31]=[CH:30][C:29]([F:32])=[CH:28][CH:27]=4)=[CH:22][N:21]([CH3:33])[CH:20]=3)=[O:18])=[C:11]([F:34])[CH:10]=2)[CH:5]=[CH:4][N:3]=1.[CH3:35][N:36]1[CH:40]=[C:39](B(O)O)[CH:38]=[N:37]1.C([O-])([O-])=O.[K+].[K+]. Product: [F:34][C:11]1[CH:10]=[C:9]([O:8][C:6]2[CH:5]=[CH:4][N:3]=[C:2]([C:39]3[CH:38]=[N:37][N:36]([CH3:35])[CH:40]=3)[CH:7]=2)[C:14]([F:15])=[CH:13][C:12]=1[NH:16][C:17]([C:19]1[C:24](=[O:25])[C:23]([C:26]2[CH:31]=[CH:30][C:29]([F:32])=[CH:28][CH:27]=2)=[CH:22][N:21]([CH3:33])[CH:20]=1)=[O:18]. The catalyst class is: 70. (4) Reactant: [Br:1][C:2]1[C:11]([CH3:12])=[CH:10][CH:9]=[CH:8][C:3]=1[C:4]([O:6][CH3:7])=[O:5].BrN1C(=[O:19])CCC1=O.C(OOC(=O)C1C=CC=CC=1)(=O)C1C=CC=CC=1. Product: [Br:1][C:2]1[C:11]([CH:12]=[O:19])=[CH:10][CH:9]=[CH:8][C:3]=1[C:4]([O:6][CH3:7])=[O:5]. The catalyst class is: 53. (5) Reactant: [Na].[CH2:2]([O:4][C:5](=[O:23])[C:6]([O:9][C:10]1[CH:15]=[C:14]([O:16][CH3:17])[C:13]([O:18]C(=O)C)=[CH:12][C:11]=1[CH3:22])([CH3:8])[CH3:7])C. Product: [CH3:2][O:4][C:5](=[O:23])[C:6]([O:9][C:10]1[CH:15]=[C:14]([O:16][CH3:17])[C:13]([OH:18])=[CH:12][C:11]=1[CH3:22])([CH3:8])[CH3:7]. The catalyst class is: 5.